From a dataset of Full USPTO retrosynthesis dataset with 1.9M reactions from patents (1976-2016). Predict the reactants needed to synthesize the given product. (1) Given the product [CH2:2]([CH:2]([CH:3]([OH:5])[CH2:4][CH2:3][CH3:4])[CH2:6][OH:5])[CH3:6], predict the reactants needed to synthesize it. The reactants are: N.[CH2:2]1[CH2:6][O:5][CH2:4][CH2:3]1. (2) Given the product [CH2:1]([O:3][C:4](=[O:17])[CH2:5][O:6][C:7]1[CH:12]=[CH:11][C:10]([NH2:13])=[CH:9][C:8]=1[F:16])[CH3:2], predict the reactants needed to synthesize it. The reactants are: [CH2:1]([O:3][C:4](=[O:17])[CH2:5][O:6][C:7]1[CH:12]=[CH:11][C:10]([N+:13]([O-])=O)=[CH:9][C:8]=1[F:16])[CH3:2].Cl. (3) Given the product [CH2:28]([N:27]([CH2:35][CH2:1][CH2:2][CH3:3])[C:24]1[CH:23]=[CH:22][C:21]([C:15]([OH:20])([C:16]([F:18])([F:17])[F:19])[C:14]([F:36])([F:37])[F:13])=[CH:26][CH:25]=1)[C:29]1[CH:34]=[CH:33][CH:32]=[CH:31][CH:30]=1, predict the reactants needed to synthesize it. The reactants are: [CH:1](=O)[C:2]1C=CC=C[CH:3]=1.C(O)(=O)C.[F:13][C:14]([F:37])([F:36])[C:15]([C:21]1[CH:26]=[CH:25][C:24]([N:27]([CH3:35])[CH2:28][C:29]2[CH:34]=[CH:33][CH:32]=[CH:31][CH:30]=2)=[CH:23][CH:22]=1)([OH:20])[C:16]([F:19])([F:18])[F:17].C(O[BH-](OC(=O)C)OC(=O)C)(=O)C.[Na+]. (4) Given the product [CH2:1]([N:8]1[CH:12]=[C:11]([CH:13]=[O:14])[C:10]([O:15][CH2:16][C:17]2[CH:22]=[CH:21][C:20]([O:23][CH2:24][C:25]3[N:26]=[C:27]([C:31]4[O:32][CH:33]=[CH:34][CH:35]=4)[O:28][C:29]=3[CH3:30])=[C:19]([CH3:36])[CH:18]=2)=[N:9]1)[C:2]1[CH:3]=[CH:4][CH:5]=[CH:6][CH:7]=1, predict the reactants needed to synthesize it. The reactants are: [CH2:1]([N:8]1[CH:12]=[C:11]([CH2:13][OH:14])[C:10]([O:15][CH2:16][C:17]2[CH:22]=[CH:21][C:20]([O:23][CH2:24][C:25]3[N:26]=[C:27]([C:31]4[O:32][CH:33]=[CH:34][CH:35]=4)[O:28][C:29]=3[CH3:30])=[C:19]([CH3:36])[CH:18]=2)=[N:9]1)[C:2]1[CH:7]=[CH:6][CH:5]=[CH:4][CH:3]=1.